Dataset: Reaction yield outcomes from USPTO patents with 853,638 reactions. Task: Predict the reaction yield, written as a fraction of the theoretical maximum amount of product (1.0 means a 100% yield; for example, 0.34 means a 34% yield). (1) The reactants are [CH2:1]([O:3][C:4]1[CH:9]=[C:8]([O:10][CH2:11][C:12]2[CH:17]=[CH:16][C:15]([O:18][CH3:19])=[CH:14][CH:13]=2)[N:7]=[CH:6][C:5]=1[C:20]1[CH:25]=[CH:24][C:23]([CH2:26][C:27](O)=[O:28])=[C:22]([F:30])[CH:21]=1)[CH3:2].[F:31][C:32]([F:43])([F:42])[C:33]([C:36]1[CH:40]=[C:39]([NH2:41])[O:38][N:37]=1)([CH3:35])[CH3:34].C(P1(=O)OP(CCC)(=O)OP(CCC)(=O)O1)CC.O. The catalyst is N1C=CC=CC=1.CC(=O)OCC. The product is [CH2:1]([O:3][C:4]1[CH:9]=[C:8]([O:10][CH2:11][C:12]2[CH:13]=[CH:14][C:15]([O:18][CH3:19])=[CH:16][CH:17]=2)[N:7]=[CH:6][C:5]=1[C:20]1[CH:25]=[CH:24][C:23]([CH2:26][C:27]([NH:41][C:39]2[O:38][N:37]=[C:36]([C:33]([CH3:35])([CH3:34])[C:32]([F:31])([F:42])[F:43])[CH:40]=2)=[O:28])=[C:22]([F:30])[CH:21]=1)[CH3:2]. The yield is 0.890. (2) The reactants are [CH2:1]([C@@:4]1([C:20]2[CH:25]=[CH:24][C:23]([F:26])=[CH:22][CH:21]=2)[O:9][C:8](=[O:10])[N:7]([C@H:11]([C:13]2[CH:18]=[CH:17][C:16]([Br:19])=[CH:15][CH:14]=2)[CH3:12])[CH2:6][CH2:5]1)[CH:2]=[CH2:3].[OH2:27].O=O. The catalyst is CN(C=O)C.Cl[Cu].Cl[Pd]Cl. The product is [Br:19][C:16]1[CH:17]=[CH:18][C:13]([C@@H:11]([N:7]2[CH2:6][CH2:5][C@@:4]([C:20]3[CH:21]=[CH:22][C:23]([F:26])=[CH:24][CH:25]=3)([CH2:1][C:2](=[O:27])[CH3:3])[O:9][C:8]2=[O:10])[CH3:12])=[CH:14][CH:15]=1. The yield is 0.920.